This data is from Full USPTO retrosynthesis dataset with 1.9M reactions from patents (1976-2016). The task is: Predict the reactants needed to synthesize the given product. (1) Given the product [CH3:14][N:3]1[C:2]([CH3:1])=[C:6]([N+:7]([O-:9])=[O:8])[C:5]([CH3:10])=[N:4]1, predict the reactants needed to synthesize it. The reactants are: [CH3:1][C:2]1[C:6]([N+:7]([O-:9])=[O:8])=[C:5]([CH3:10])[NH:4][N:3]=1.[H-].[Na+].I[CH3:14]. (2) Given the product [Br:9][C:10]1[CH:11]=[CH:12][C:13]([C:16](=[O:22])[CH2:17][CH2:18][C:19]([O:21][CH2:1][C:2]2[CH:7]=[CH:6][CH:5]=[CH:4][CH:3]=2)=[O:20])=[CH:14][CH:15]=1, predict the reactants needed to synthesize it. The reactants are: [CH2:1](Br)[C:2]1[CH:7]=[CH:6][CH:5]=[CH:4][CH:3]=1.[Br:9][C:10]1[CH:15]=[CH:14][C:13]([C:16](=[O:22])[CH2:17][CH2:18][C:19]([OH:21])=[O:20])=[CH:12][CH:11]=1.C([O-])([O-])=O.[K+].[K+]. (3) Given the product [CH3:24][O:25][C:26]1[CH:50]=[C:49]([O:51][CH3:52])[CH:48]=[CH:47][C:27]=1[CH2:28][N:29]([C:42]1[S:46][N:45]=[CH:44][N:43]=1)[S:30]([C:33]1[C:34]([F:41])=[CH:35][C:36]([O:21][C@H:9]2[C@H:8]([C:5]3[CH:4]=[CH:3][C:2]([F:1])=[CH:7][CH:6]=3)[CH2:13][CH2:12][N:11]([C:14]([O:16][C:17]([CH3:18])([CH3:20])[CH3:19])=[O:15])[CH2:10]2)=[C:37]([F:39])[CH:38]=1)(=[O:32])=[O:31], predict the reactants needed to synthesize it. The reactants are: [F:1][C:2]1[CH:7]=[CH:6][C:5]([C@@H:8]2[CH2:13][CH2:12][N:11]([C:14]([O:16][C:17]([CH3:20])([CH3:19])[CH3:18])=[O:15])[CH2:10][C@H:9]2[OH:21])=[CH:4][CH:3]=1.[H-].[Na+].[CH3:24][O:25][C:26]1[CH:50]=[C:49]([O:51][CH3:52])[CH:48]=[CH:47][C:27]=1[CH2:28][N:29]([C:42]1[S:46][N:45]=[CH:44][N:43]=1)[S:30]([C:33]1[CH:38]=[C:37]([F:39])[C:36](F)=[CH:35][C:34]=1[F:41])(=[O:32])=[O:31]. (4) Given the product [CH:25]1([CH2:28][CH2:29][O:1][C:2]2[CH:3]=[CH:4][C:5]([CH2:8][CH2:9][C:10]3[CH:24]=[CH:23][C:13]4[CH:14]=[C:15]([CH:17]([NH:19][C:20](=[O:22])[CH3:21])[CH3:18])[O:16][C:12]=4[CH:11]=3)=[CH:6][CH:7]=2)[CH2:27][CH2:26]1, predict the reactants needed to synthesize it. The reactants are: [OH:1][C:2]1[CH:7]=[CH:6][C:5]([CH2:8][CH2:9][C:10]2[CH:24]=[CH:23][C:13]3[CH:14]=[C:15]([CH:17]([NH:19][C:20](=[O:22])[CH3:21])[CH3:18])[O:16][C:12]=3[CH:11]=2)=[CH:4][CH:3]=1.[CH:25]1([CH2:28][CH2:29]O)[CH2:27][CH2:26]1.C1(P(C2C=CC=CC=2)C2C=CC=CC=2)C=CC=CC=1.N(C(OCCOC)=O)=NC(OCCOC)=O. (5) Given the product [CH:1]([C:15]1[S:11][C:12]([CH2:16][C:17]([O:19][CH3:20])=[O:18])=[CH:13][CH:14]=1)=[O:2], predict the reactants needed to synthesize it. The reactants are: [CH3:1][O:2]C(Cl)Cl.[Sn](Cl)(Cl)(Cl)Cl.[S:11]1[CH:15]=[CH:14][CH:13]=[C:12]1[CH2:16][C:17]([O:19][CH3:20])=[O:18].